From a dataset of Full USPTO retrosynthesis dataset with 1.9M reactions from patents (1976-2016). Predict the reactants needed to synthesize the given product. (1) Given the product [ClH:37].[NH:18]1[CH2:23][CH2:22][CH2:21][C@H:20]([CH2:24][NH:25][C:26](=[O:35])[O:27][CH2:28][C:29]2[CH:34]=[CH:33][CH:32]=[CH:31][CH:30]=2)[CH2:19]1, predict the reactants needed to synthesize it. The reactants are: OC1C=CC=CC=1C1N=C([N:18]2[CH2:23][CH2:22][CH2:21][C@H:20]([CH2:24][NH:25][C:26](=[O:35])[O:27][CH2:28][C:29]3[CH:34]=[CH:33][CH:32]=[CH:31][CH:30]=3)[CH2:19]2)C2C(=CC(C)=CC=2)N=1.[ClH:37].O1CCOCC1. (2) Given the product [OH:31][C:26]1[C:23]2[CH2:24][CH2:25][N:20]([C:17]3[CH:18]=[CH:19][C:14]([N+:11]([O-:13])=[O:12])=[CH:15][CH:16]=3)[C:21](=[O:33])[C:22]=2[N:9]([C:6]2[CH:7]=[CH:8][C:3]([O:2][CH3:1])=[CH:4][CH:5]=2)[N:10]=1, predict the reactants needed to synthesize it. The reactants are: [CH3:1][O:2][C:3]1[CH:8]=[CH:7][C:6]([NH:9][NH2:10])=[CH:5][CH:4]=1.[N+:11]([C:14]1[CH:19]=[CH:18][C:17]([N:20]2[CH2:25][CH2:24][CH:23]([C:26](=[O:31])C(Cl)(Cl)Cl)[C:22](=O)[C:21]2=[O:33])=[CH:16][CH:15]=1)([O-:13])=[O:12]. (3) The reactants are: [CH3:1][O:2][C:3](=[O:23])[C:4]1[CH:9]=[C:8]([CH3:10])[CH:7]=[C:6]([CH3:11])[C:5]=1[NH:12][S:13]([C:16]1[CH:21]=[CH:20][C:19]([F:22])=[CH:18][CH:17]=1)(=[O:15])=[O:14].[H-].[Na+].[CH2:26](Br)[C:27]1[CH:32]=[CH:31][CH:30]=[CH:29][CH:28]=1.O. Given the product [CH3:1][O:2][C:3](=[O:23])[C:4]1[CH:9]=[C:8]([CH3:10])[CH:7]=[C:6]([CH3:11])[C:5]=1[N:12]([CH2:26][C:27]1[CH:32]=[CH:31][CH:30]=[CH:29][CH:28]=1)[S:13]([C:16]1[CH:21]=[CH:20][C:19]([F:22])=[CH:18][CH:17]=1)(=[O:15])=[O:14], predict the reactants needed to synthesize it. (4) Given the product [Cl:11][C:4]1[CH:3]=[C:2]([C:15]2[CH:14]=[C:13]([F:12])[CH:18]=[CH:17][C:16]=2[O:22][CH3:23])[CH:10]=[CH:9][C:5]=1[C:6]([OH:8])=[O:7], predict the reactants needed to synthesize it. The reactants are: Br[C:2]1[CH:10]=[CH:9][C:5]([C:6]([OH:8])=[O:7])=[C:4]([Cl:11])[CH:3]=1.[F:12][C:13]1[CH:14]=[CH:15][C:16]([O:22][CH3:23])=[C:17](B(O)O)[CH:18]=1.C(=O)([O-])[O-].[Na+].[Na+]. (5) Given the product [ClH:11].[CH3:1][NH:2][C:3]12[CH2:9][CH:6]([CH2:7][CH2:8]1)[CH:5]([OH:10])[CH2:4]2, predict the reactants needed to synthesize it. The reactants are: [CH3:1][NH:2][C:3]12[CH2:9][CH:6]([CH2:7][CH2:8]1)[CH:5]([OH:10])[CH2:4]2.[ClH:11]. (6) Given the product [C:37]([OH:44])(=[O:43])/[CH:38]=[CH:39]/[C:40]([OH:42])=[O:41].[CH3:1][O:2][C:3]1[C:12]([CH2:13][CH2:14][N:15]2[CH2:20][CH2:19][CH:18]([N:21]3[C:29]4[C:24](=[CH:25][CH:26]=[C:27]([C:30]([NH:32][CH3:33])=[O:31])[CH:28]=4)[CH:23]=[CH:22]3)[CH2:17][CH2:16]2)=[C:11]2[C:6]([C:7](=[O:36])[CH2:8][C:9]([CH3:34])([CH3:35])[O:10]2)=[CH:5][CH:4]=1, predict the reactants needed to synthesize it. The reactants are: [CH3:1][O:2][C:3]1[C:12]([CH2:13][CH2:14][N:15]2[CH2:20][CH2:19][CH:18]([N:21]3[C:29]4[C:24](=[CH:25][CH:26]=[C:27]([C:30]([NH:32][CH3:33])=[O:31])[CH:28]=4)[CH:23]=[CH:22]3)[CH2:17][CH2:16]2)=[C:11]2[C:6]([C:7](=[O:36])[CH2:8][C:9]([CH3:35])([CH3:34])[O:10]2)=[CH:5][CH:4]=1.[C:37]([OH:44])(=[O:43])/[CH:38]=[CH:39]/[C:40]([OH:42])=[O:41]. (7) Given the product [CH3:1][C:2]1[CH:21]=[CH:20][CH:19]=[C:18]([CH3:22])[C:3]=1[CH2:4][O:5][C:6]1[CH:7]=[CH:8][C:9]([CH2:12][C:13]([OH:15])=[O:14])=[CH:10][CH:11]=1, predict the reactants needed to synthesize it. The reactants are: [CH3:1][C:2]1[CH:21]=[CH:20][CH:19]=[C:18]([CH3:22])[C:3]=1[CH2:4][O:5][C:6]1[CH:11]=[CH:10][C:9]([CH2:12][C:13]([O:15]CC)=[O:14])=[CH:8][CH:7]=1.[OH-].[Na+].Cl. (8) Given the product [CH2:13]([N:17]1[C:23](=[O:24])[C:22]2[C:26](=[CH:27][CH:28]=[CH:29][CH:21]=2)[C:18]2[CH:19]=[C:13]([CH2:1][CH2:2][CH2:3][CH2:4][CH2:5][CH2:6][CH2:7][CH2:8][CH2:9][CH2:10][CH2:11][CH3:12])[CH:14]=[CH:15][C:16]1=2)[CH2:1][CH2:2][CH3:3], predict the reactants needed to synthesize it. The reactants are: [CH2:1]([C:13]1[CH:19]=[CH:18][C:16]([NH2:17])=[CH:15][CH:14]=1)[CH2:2][CH2:3][CH2:4][CH2:5][CH2:6][CH2:7][CH2:8][CH2:9][CH2:10][CH2:11][CH3:12].Br[C:21]1[CH:29]=[CH:28][CH:27]=[CH:26][C:22]=1[C:23](Cl)=[O:24].